Dataset: Full USPTO retrosynthesis dataset with 1.9M reactions from patents (1976-2016). Task: Predict the reactants needed to synthesize the given product. (1) Given the product [F:1][C:2]1[C:14]([O:15][CH3:16])=[CH:13][C:5]2[CH2:6][NH:7][CH2:8][CH2:9][NH:10][C:4]=2[CH:3]=1, predict the reactants needed to synthesize it. The reactants are: [F:1][C:2]1[C:14]([O:15][CH3:16])=[CH:13][C:5]2[C:6](=O)[NH:7][CH2:8][C:9](=O)[NH:10][C:4]=2[CH:3]=1.[H-].[Al+3].[Li+].[H-].[H-].[H-]. (2) Given the product [CH2:11]([O:13][CH:14]1[C:1]2([CH2:7][CH2:6][CH2:5][CH2:4][CH2:3][CH2:2]2)[C:8](=[O:9])[CH2:15]1)[CH3:12], predict the reactants needed to synthesize it. The reactants are: [CH:1]1([C:8](Cl)=[O:9])[CH2:7][CH2:6][CH2:5][CH2:4][CH2:3][CH2:2]1.[CH2:11]([O:13][C:14]#[CH:15])[CH3:12].C(N(CC)CC)C. (3) Given the product [CH2:8]([O:22][C:21]([C@H:17]1[CH2:18][CH2:19][CH2:20][N:16]1[C:14](=[O:15])[CH2:13][CH2:12][CH2:11][CH2:10][C:9]([N:5]1[CH2:6][CH2:7][CH2:8][C@@H:4]1[C:1]([O:3][CH2:11][CH:10]=[CH2:9])=[O:2])=[O:24])=[O:23])[CH:4]=[CH2:1], predict the reactants needed to synthesize it. The reactants are: [C:1]([C@H:4]1[CH2:8][CH2:7][CH2:6][N:5]1[C:9](=[O:24])[CH2:10][CH2:11][CH2:12][CH2:13][C:14]([N:16]1[CH2:20][CH2:19][CH2:18][C@@H:17]1[C:21]([OH:23])=[O:22])=[O:15])([OH:3])=[O:2]. (4) Given the product [Cl:1][C:2]1[C:20]([CH3:21])=[C:19]([Cl:22])[CH:18]=[CH:17][C:3]=1[O:4][CH:5]1[CH2:10][CH2:9][N:8]([CH2:11][C@H:12]([OH:16])[CH2:13][N:14]([CH3:15])[C:33]([C:26]2[S:25][C:24](=[O:23])[NH:28][C:27]=2[C:29]([F:30])([F:31])[F:32])=[O:35])[CH2:7][CH2:6]1, predict the reactants needed to synthesize it. The reactants are: [Cl:1][C:2]1[C:20]([CH3:21])=[C:19]([Cl:22])[CH:18]=[CH:17][C:3]=1[O:4][CH:5]1[CH2:10][CH2:9][N:8]([CH2:11][C@H:12]([OH:16])[CH2:13][NH:14][CH3:15])[CH2:7][CH2:6]1.[O:23]=[C:24]1[NH:28][C:27]([C:29]([F:32])([F:31])[F:30])=[C:26]([C:33]([OH:35])=O)[S:25]1. (5) Given the product [CH2:1]([C@@H:8]([CH2:12][CH2:13][C@H:14]([CH2:34][C:35]1[CH:36]=[CH:37][CH:38]=[CH:39][CH:40]=1)[C:15]([NH:17][C@@H:18]1[CH2:24][CH2:23][S:22][C@@H:21]2[CH2:25][CH2:26][CH2:27][C@@H:28]([C:29]([O:31][CH3:32])=[O:30])[N:20]2[C:19]1=[O:33])=[O:16])[C:9]([NH:41][C@H:42]1[CH2:48][CH2:47][S:46][C@H:45]2[CH2:49][CH2:50][CH2:51][C@@H:52]([C:53]([O:55][CH3:56])=[O:54])[N:44]2[C:43]1=[O:57])=[O:10])[C:2]1[CH:3]=[CH:4][CH:5]=[CH:6][CH:7]=1, predict the reactants needed to synthesize it. The reactants are: [CH2:1]([C@@H:8]([CH2:12][CH2:13][C@H:14]([CH2:34][C:35]1[CH:40]=[CH:39][CH:38]=[CH:37][CH:36]=1)[C:15]([NH:17][C@H:18]1[CH2:24][CH2:23][S:22][C@H:21]2[CH2:25][CH2:26][CH2:27][C@@H:28]([C:29]([O:31][CH3:32])=[O:30])[N:20]2[C:19]1=[O:33])=[O:16])[C:9](O)=[O:10])[C:2]1[CH:7]=[CH:6][CH:5]=[CH:4][CH:3]=1.[NH2:41][C@@H:42]1[CH2:48][CH2:47][S:46][C@@H:45]2[CH2:49][CH2:50][CH2:51][C@@H:52]([C:53]([O:55][CH3:56])=[O:54])[N:44]2[C:43]1=[O:57]. (6) Given the product [CH2:19]([CH:21]1[C:22](=[O:28])[NH:23][CH:24]([CH3:27])[CH2:25][N:26]1[C:2]([O:4][CH2:5][C:6]1[CH:11]=[CH:10][CH:9]=[CH:8][CH:7]=1)=[O:3])[CH3:20], predict the reactants needed to synthesize it. The reactants are: Cl[C:2]([O:4][CH2:5][C:6]1[CH:11]=[CH:10][CH:9]=[CH:8][CH:7]=1)=[O:3].FC(F)(F)C(O)=O.[CH2:19]([CH:21]1[NH:26][CH2:25][CH:24]([CH3:27])[NH:23][C:22]1=[O:28])[CH3:20].C(N(CC)CC)C.O.